Dataset: Forward reaction prediction with 1.9M reactions from USPTO patents (1976-2016). Task: Predict the product of the given reaction. (1) Given the reactants [CH3:1][O:2][C:3]1[C:8]([C:9]2[CH:14]=[CH:13][C:12]([O:15][CH3:16])=[CH:11][CH:10]=2)=[CH:7][C:6]([CH2:17][NH:18][CH:19](C2C3C(=CC=CC=3)N=CC=2)[CH3:20])=[CH:5][CH:4]=1.[N:31]1[C:40]2[C:35](=[CH:36][CH:37]=[CH:38][C:39]=2C(N)C)[CH:34]=[CH:33][CH:32]=1.COC1C(C2C=CC(OC)=CC=2)=CC(C=O)=CC=1.C([BH3-])#N.[Na+], predict the reaction product. The product is: [CH3:1][O:2][C:3]1[C:8]([C:9]2[CH:14]=[CH:13][C:12]([O:15][CH3:16])=[CH:11][CH:10]=2)=[CH:7][C:6]([CH2:17][NH:18][CH:19]([C:39]2[CH:38]=[CH:37][CH:36]=[C:35]3[C:40]=2[N:31]=[CH:32][CH:33]=[CH:34]3)[CH3:20])=[CH:5][CH:4]=1. (2) Given the reactants [CH:1]1([C:4]2[C:5]([O:13][CH2:14][CH:15]3[CH2:17][CH2:16]3)=[CH:6][C:7]([C:10]([OH:12])=O)=[N:8][CH:9]=2)[CH2:3][CH2:2]1.C1N=CN(C(N2C=NC=C2)=O)C=1.O[N:31]=[C:32]([NH2:34])[CH3:33], predict the reaction product. The product is: [CH:1]1([C:4]2[C:5]([O:13][CH2:14][CH:15]3[CH2:17][CH2:16]3)=[CH:6][C:7]([C:10]3[O:12][N:34]=[C:32]([CH3:33])[N:31]=3)=[N:8][CH:9]=2)[CH2:2][CH2:3]1. (3) Given the reactants [Br:1][C:2]1[S:6][C:5]([C:7]([O:9][CH3:10])=[O:8])=[C:4]([NH:11]C(=O)C(F)(F)F)[CH:3]=1.C(=O)([O-])[O-].[K+].[K+].CO, predict the reaction product. The product is: [NH2:11][C:4]1[CH:3]=[C:2]([Br:1])[S:6][C:5]=1[C:7]([O:9][CH3:10])=[O:8]. (4) Given the reactants [Br:1][C:2]1[CH:10]=[CH:9][CH:8]=[C:7]2[C:3]=1[CH:4]([C:17]1[C:25]([OH:26])=[CH:24][C:20]3[O:21][CH2:22][O:23][C:19]=3[CH:18]=1)[C:5](=[O:16])[N:6]2[CH2:11][CH2:12][CH2:13][CH2:14][CH3:15].C(N(CC)CC)C.ClC[SiH3].[CH2:37]=[O:38].FC(F)(F)S([O-])(=O)=O.[Yb+3].FC(F)(F)S([O-])(=O)=O.FC(F)(F)S([O-])(=O)=O, predict the reaction product. The product is: [Br:1][C:2]1[CH:10]=[CH:9][CH:8]=[C:7]2[C:3]=1[C:4]([C:17]1[C:25]([OH:26])=[CH:24][C:20]3[O:21][CH2:22][O:23][C:19]=3[CH:18]=1)([CH2:37][OH:38])[C:5](=[O:16])[N:6]2[CH2:11][CH2:12][CH2:13][CH2:14][CH3:15]. (5) Given the reactants [Cl:1][C:2]1[CH:3]=[C:4]([NH:9][C:10]2[C:19]3[C:14](=[CH:15][C:16]([O:21][CH2:22]COC)=[C:17]([NH2:20])[CH:18]=3)[N:13]=[CH:12][N:11]=2)[CH:5]=[CH:6][C:7]=1[F:8].ClC1C2C(=CC(OC)=C([N+]([O-])=O)C=2)N=CN=1.ClC1C(F)=C(C=CC=1[F:50])N, predict the reaction product. The product is: [Cl:1][C:2]1[C:3]([F:50])=[C:4]([NH:9][C:10]2[C:19]3[C:14](=[CH:15][C:16]([O:21][CH3:22])=[C:17]([NH2:20])[CH:18]=3)[N:13]=[CH:12][N:11]=2)[CH:5]=[CH:6][C:7]=1[F:8]. (6) The product is: [C:1]([C:3]1[CH:20]=[C:19]([OH:21])[CH:18]=[CH:17][C:4]=1[O:5][CH2:6][C:7]([NH:9][C:10]1[CH:15]=[CH:14][C:13]([Cl:16])=[CH:12][N:11]=1)=[O:8])#[N:2]. Given the reactants [C:1]([C:3]1[CH:20]=[C:19]([O:21]C)[CH:18]=[CH:17][C:4]=1[O:5][CH2:6][C:7]([NH:9][C:10]1[CH:15]=[CH:14][C:13]([Cl:16])=[CH:12][N:11]=1)=[O:8])#[N:2].B(Br)(Br)Br, predict the reaction product. (7) Given the reactants [CH3:1][O:2][C:3]1[CH:8]=[CH:7][C:6]([C:9]2[CH:14]=[CH:13][C:12]([S:15]([NH:18][CH2:19][C:20]#[C:21][C:22]3[CH:27]=[CH:26][CH:25]=[CH:24][CH:23]=3)(=[O:17])=[O:16])=[CH:11][CH:10]=2)=[CH:5][CH:4]=1.[Si]([N:32]=[N+:33]=[N-:34])(C)(C)C, predict the reaction product. The product is: [CH3:1][O:2][C:3]1[CH:4]=[CH:5][C:6]([C:9]2[CH:14]=[CH:13][C:12]([S:15]([NH:18][CH2:19][C:20]3[NH:34][N:33]=[N:32][C:21]=3[C:22]3[CH:27]=[CH:26][CH:25]=[CH:24][CH:23]=3)(=[O:17])=[O:16])=[CH:11][CH:10]=2)=[CH:7][CH:8]=1. (8) Given the reactants [CH3:1][O:2][C:3]1[CH:8]=[CH:7][C:6]([C:9]2[CH:14]=[CH:13][N:12]=[C:11]3[NH:15][C:16]([C:18]4[CH:19]=[C:20]([CH:25]=[CH:26][CH:27]=4)[C:21]([O:23]C)=[O:22])=[N:17][C:10]=23)=[CH:5][CH:4]=1.[OH-].[Li+].Cl, predict the reaction product. The product is: [CH3:1][O:2][C:3]1[CH:4]=[CH:5][C:6]([C:9]2[CH:14]=[CH:13][N:12]=[C:11]3[NH:15][C:16]([C:18]4[CH:19]=[C:20]([CH:25]=[CH:26][CH:27]=4)[C:21]([OH:23])=[O:22])=[N:17][C:10]=23)=[CH:7][CH:8]=1. (9) Given the reactants [OH-].[Na+].[Br:3][C:4]1[CH:5]=[C:6]([OH:11])[C:7](=[O:10])[NH:8][CH:9]=1.I[CH2:13][CH2:14][CH2:15][O:16][CH3:17], predict the reaction product. The product is: [Br:3][C:4]1[CH:5]=[C:6]([O:11][CH2:13][CH2:14][CH2:15][O:16][CH3:17])[C:7](=[O:10])[NH:8][CH:9]=1. (10) Given the reactants [CH:1]1([C:4]2[O:5][C:6]3[C:12]([C:13]([O:15]C)=[O:14])=[CH:11][C:10]4[N:17]=[C:18]([NH:20][C:21]5[C:26]([Cl:27])=[CH:25][CH:24]=[CH:23][C:22]=5[Cl:28])[NH:19][C:9]=4[C:7]=3[N:8]=2)[CH2:3][CH2:2]1.[OH-].[Na+], predict the reaction product. The product is: [CH:1]1([C:4]2[O:5][C:6]3[C:12]([C:13]([OH:15])=[O:14])=[CH:11][C:10]4[N:17]=[C:18]([NH:20][C:21]5[C:26]([Cl:27])=[CH:25][CH:24]=[CH:23][C:22]=5[Cl:28])[NH:19][C:9]=4[C:7]=3[N:8]=2)[CH2:2][CH2:3]1.